Dataset: Peptide-MHC class II binding affinity with 134,281 pairs from IEDB. Task: Regression. Given a peptide amino acid sequence and an MHC pseudo amino acid sequence, predict their binding affinity value. This is MHC class II binding data. The peptide sequence is AAATIGTTVYGAFAA. The MHC is HLA-DQA10102-DQB10602 with pseudo-sequence HLA-DQA10102-DQB10602. The binding affinity (normalized) is 0.776.